From a dataset of NCI-60 drug combinations with 297,098 pairs across 59 cell lines. Regression. Given two drug SMILES strings and cell line genomic features, predict the synergy score measuring deviation from expected non-interaction effect. (1) Drug 1: CCCCCOC(=O)NC1=NC(=O)N(C=C1F)C2C(C(C(O2)C)O)O. Drug 2: N.N.Cl[Pt+2]Cl. Cell line: A549. Synergy scores: CSS=38.2, Synergy_ZIP=1.88, Synergy_Bliss=1.96, Synergy_Loewe=-17.4, Synergy_HSA=2.04. (2) Drug 1: CCC1=CC2CC(C3=C(CN(C2)C1)C4=CC=CC=C4N3)(C5=C(C=C6C(=C5)C78CCN9C7C(C=CC9)(C(C(C8N6C)(C(=O)OC)O)OC(=O)C)CC)OC)C(=O)OC.C(C(C(=O)O)O)(C(=O)O)O. Drug 2: C1=CN(C=N1)CC(O)(P(=O)(O)O)P(=O)(O)O. Cell line: HOP-62. Synergy scores: CSS=7.69, Synergy_ZIP=-5.78, Synergy_Bliss=-3.33, Synergy_Loewe=-31.0, Synergy_HSA=-5.38. (3) Drug 1: CC1C(C(CC(O1)OC2CC(CC3=C2C(=C4C(=C3O)C(=O)C5=C(C4=O)C(=CC=C5)OC)O)(C(=O)C)O)N)O.Cl. Drug 2: CC1C(C(CC(O1)OC2CC(CC3=C2C(=C4C(=C3O)C(=O)C5=CC=CC=C5C4=O)O)(C(=O)C)O)N)O. Cell line: COLO 205. Synergy scores: CSS=58.9, Synergy_ZIP=6.84, Synergy_Bliss=8.77, Synergy_Loewe=0.258, Synergy_HSA=8.55. (4) Drug 1: CC1=C(C(=O)C2=C(C1=O)N3CC4C(C3(C2COC(=O)N)OC)N4)N. Drug 2: CNC(=O)C1=NC=CC(=C1)OC2=CC=C(C=C2)NC(=O)NC3=CC(=C(C=C3)Cl)C(F)(F)F. Cell line: SK-OV-3. Synergy scores: CSS=57.8, Synergy_ZIP=-9.26, Synergy_Bliss=-21.4, Synergy_Loewe=-28.3, Synergy_HSA=-19.7. (5) Drug 1: C1CC(=O)NC(=O)C1N2CC3=C(C2=O)C=CC=C3N. Drug 2: CCC1=CC2CC(C3=C(CN(C2)C1)C4=CC=CC=C4N3)(C5=C(C=C6C(=C5)C78CCN9C7C(C=CC9)(C(C(C8N6C)(C(=O)OC)O)OC(=O)C)CC)OC)C(=O)OC.C(C(C(=O)O)O)(C(=O)O)O. Cell line: MCF7. Synergy scores: CSS=8.99, Synergy_ZIP=-3.28, Synergy_Bliss=-4.65, Synergy_Loewe=-19.4, Synergy_HSA=-2.52.